Dataset: Full USPTO retrosynthesis dataset with 1.9M reactions from patents (1976-2016). Task: Predict the reactants needed to synthesize the given product. (1) Given the product [F:21][C:19]([F:20])([F:22])[S:16]([O:15][C:11]1[C:12]([O:13][CH3:14])=[C:7]([NH:37][C:38]2[S:42][N:41]=[CH:40][N:39]=2)[N:8]=[C:9]([N:23]2[CH2:27][CH2:26][CH2:25][C@H:24]2[C:28]2[CH:33]=[CH:32][C:31]([CH3:34])=[CH:30][CH:29]=2)[N:10]=1)(=[O:18])=[O:17], predict the reactants needed to synthesize it. The reactants are: FC(F)(F)S(O[C:7]1[C:12]([O:13][CH3:14])=[C:11]([O:15][S:16]([C:19]([F:22])([F:21])[F:20])(=[O:18])=[O:17])[N:10]=[C:9]([N:23]2[CH2:27][CH2:26][CH2:25][C@H:24]2[C:28]2[CH:33]=[CH:32][C:31]([CH3:34])=[CH:30][CH:29]=2)[N:8]=1)(=O)=O.[NH2:37][C:38]1[S:42][N:41]=[CH:40][N:39]=1.CC1(C)C2C(=C(P(C3C=CC=CC=3)C3C=CC=CC=3)C=CC=2)OC2C(P(C3C=CC=CC=3)C3C=CC=CC=3)=CC=CC1=2.P([O-])([O-])([O-])=O.[K+].[K+].[K+]. (2) Given the product [O:12]1[C:16]2[CH:17]=[CH:18][C:19]([S:21]([N:24]([CH2:29][C@H:30]3[O:34][C:33]([CH3:36])([CH3:35])[N:32]([C:37]([O:39][C@@H:40]4[C@H:47]5[C@H:43]([O:44][CH2:45][CH2:46]5)[O:42][CH2:41]4)=[O:38])[C@H:31]3[CH2:48][C:49]3[CH:50]=[CH:51][C:52]([O:11][CH2:10][CH2:9][NH:8][C:6]([O:5][C:1]([CH3:4])([CH3:3])[CH3:2])=[O:7])=[CH:53][CH:54]=3)[CH2:25][CH:26]([CH3:27])[CH3:28])(=[O:23])=[O:22])=[CH:20][C:15]=2[O:14][CH2:13]1, predict the reactants needed to synthesize it. The reactants are: [C:1]([O:5][C:6]([NH:8][CH2:9][CH2:10][OH:11])=[O:7])([CH3:4])([CH3:3])[CH3:2].[O:12]1[C:16]2[CH:17]=[CH:18][C:19]([S:21]([N:24]([CH2:29][C@H:30]3[O:34][C:33]([CH3:36])([CH3:35])[N:32]([C:37]([O:39][C@@H:40]4[C@H:47]5[C@H:43]([O:44][CH2:45][CH2:46]5)[O:42][CH2:41]4)=[O:38])[C@H:31]3[CH2:48][C:49]3[CH:54]=[CH:53][C:52](O)=[CH:51][CH:50]=3)[CH2:25][CH:26]([CH3:28])[CH3:27])(=[O:23])=[O:22])=[CH:20][C:15]=2[O:14][CH2:13]1. (3) Given the product [OH:19][C:15]1[CH:16]=[C:17]2[C:12](=[CH:13][C:14]=1[O:20][CH3:21])[C:11]([CH2:10][CH2:9][CH2:8][O:7][CH:2]1[CH2:3][CH2:4][CH2:5][CH2:6][O:1]1)([C:24]#[N:25])[CH2:18]2, predict the reactants needed to synthesize it. The reactants are: [O:1]1[CH2:6][CH2:5][CH2:4][CH2:3][CH:2]1[O:7][CH2:8][CH2:9][CH2:10][C:11]1([C:24]#[N:25])[CH2:18][C:17]2[C:12]1(OC)[CH:13]=[C:14]([O:20][CH3:21])[C:15](=[O:19])[CH:16]=2.CC(O)=O.C1COCC1.C([O-])(O)=O.[Na+]. (4) Given the product [C:1](=[O:2])([O-:4])[O-:3].[Na+:5].[Na+:5].[C:1](=[O:3])=[O:2], predict the reactants needed to synthesize it. The reactants are: [C:1](=[O:4])([OH:3])[O-:2].[Na+:5].